The task is: Predict the product of the given reaction.. This data is from Forward reaction prediction with 1.9M reactions from USPTO patents (1976-2016). (1) Given the reactants [OH:1][C:2]1[C:7](C(O)=O)=[CH:6][N:5]=[C:4]2[N:11]([C:15]3[CH:20]=[CH:19][CH:18]=[CH:17][N:16]=3)[N:12]=[C:13]([CH3:14])[C:3]=12.[OH-].[Na+], predict the reaction product. The product is: [CH3:14][C:13]1[C:3]2[C:2]([OH:1])=[CH:7][CH:6]=[N:5][C:4]=2[N:11]([C:15]2[CH:20]=[CH:19][CH:18]=[CH:17][N:16]=2)[N:12]=1. (2) The product is: [F:1][C:2]1[CH:3]=[CH:4][C:5]([N+:9]([O-:11])=[O:10])=[C:6]([CH:7]=1)[O:8][CH2:15][CH2:16][CH2:17][O:18][CH:19]1[CH2:24][CH2:23][CH2:22][CH2:21][O:20]1. Given the reactants [F:1][C:2]1[CH:3]=[CH:4][C:5]([N+:9]([O-:11])=[O:10])=[C:6]([OH:8])[CH:7]=1.[OH-].[K+].Br[CH2:15][CH2:16][CH2:17][O:18][CH:19]1[CH2:24][CH2:23][CH2:22][CH2:21][O:20]1, predict the reaction product. (3) Given the reactants [F:1][C:2]1([F:20])[CH2:8][O:7][CH2:6][C:5]([NH2:9])=[N:4][C@@:3]21[C:18]1[C:13](=[CH:14][CH:15]=[C:16]([NH2:19])[CH:17]=1)[CH2:12][CH2:11][CH2:10]2.[C:21]([C:23]1[CH:24]=[CH:25][C:26]([C:29](O)=[O:30])=[N:27][CH:28]=1)#[N:22], predict the reaction product. The product is: [NH2:9][C:5]1[CH2:6][O:7][CH2:8][C:2]([F:1])([F:20])[C@@:3]2([C:18]3[C:13](=[CH:14][CH:15]=[C:16]([NH:19][C:29](=[O:30])[C:26]4[CH:25]=[CH:24][C:23]([C:21]#[N:22])=[CH:28][N:27]=4)[CH:17]=3)[CH2:12][CH2:11][CH2:10]2)[N:4]=1. (4) Given the reactants [Cl:1][C:2]1[CH:7]=[CH:6][C:5]([F:8])=[CH:4][C:3]=1[CH:9]1[CH2:14][CH2:13][N:12]([C:15]([C:17]2[C:21]3[CH2:22][N:23](C(OC(C)(C)C)=O)[CH2:24][CH2:25][C:20]=3[NH:19][N:18]=2)=[O:16])[CH2:11][CH2:10]1.Cl, predict the reaction product. The product is: [ClH:1].[Cl:1][C:2]1[CH:7]=[CH:6][C:5]([F:8])=[CH:4][C:3]=1[CH:9]1[CH2:10][CH2:11][N:12]([C:15]([C:17]2[C:21]3[CH2:22][NH:23][CH2:24][CH2:25][C:20]=3[NH:19][N:18]=2)=[O:16])[CH2:13][CH2:14]1. (5) Given the reactants C[O:2][C:3](=[O:14])[CH:4](Br)[C:5]1[CH:10]=[CH:9][C:8]([Cl:11])=[C:7]([Cl:12])[CH:6]=1.[CH2:15]([SH:18])[CH:16]=[CH2:17].[NH2:19][C:20]1[S:21][CH:22]=[CH:23][N:24]=1, predict the reaction product. The product is: [CH2:15]([S:18][CH:4]([C:5]1[CH:10]=[CH:9][C:8]([Cl:11])=[C:7]([Cl:12])[CH:6]=1)[C:3]([OH:2])=[O:14])[CH:16]=[CH2:17].[CH2:15]([S:18][CH:4]([C:5]1[CH:10]=[CH:9][C:8]([Cl:11])=[C:7]([Cl:12])[CH:6]=1)[C:3]([NH:19][C:20]1[S:21][CH:22]=[CH:23][N:24]=1)=[O:14])[CH:16]=[CH2:17]. (6) Given the reactants [CH2:1]([O:8][C:9]1[CH:14]=[CH:13][C:12]([CH2:15][CH:16]([NH2:18])[CH3:17])=[CH:11][C:10]=1[O:19][CH3:20])[C:2]1[CH:7]=[CH:6][CH:5]=[CH:4][CH:3]=1.C(N(CC)CC)C.O1CCCC1.[CH3:33][C:34]1[CH:39]=[CH:38][C:37]([CH2:40][C:41](Cl)=[O:42])=[CH:36][CH:35]=1, predict the reaction product. The product is: [CH2:1]([O:8][C:9]1[CH:14]=[CH:13][C:12]([CH2:15][CH:16]([NH:18][C:41](=[O:42])[CH2:40][C:37]2[CH:38]=[CH:39][C:34]([CH3:33])=[CH:35][CH:36]=2)[CH3:17])=[CH:11][C:10]=1[O:19][CH3:20])[C:2]1[CH:7]=[CH:6][CH:5]=[CH:4][CH:3]=1. (7) Given the reactants Cl[C:2]1[N:7]=[C:6]([C:8]2[CH:19]=[CH:18][C:11]([C:12]([NH:14][CH2:15][C:16]#[N:17])=[O:13])=[CH:10][CH:9]=2)[CH:5]=[CH:4][N:3]=1.[NH2:20][C:21]1[CH:26]=[CH:25][C:24]([N:27]2[CH2:32][CH2:31][O:30][CH2:29][C:28]2=[O:33])=[CH:23][CH:22]=1, predict the reaction product. The product is: [C:16]([CH2:15][NH:14][C:12](=[O:13])[C:11]1[CH:18]=[CH:19][C:8]([C:6]2[CH:5]=[CH:4][N:3]=[C:2]([NH:20][C:21]3[CH:22]=[CH:23][C:24]([N:27]4[CH2:32][CH2:31][O:30][CH2:29][C:28]4=[O:33])=[CH:25][CH:26]=3)[N:7]=2)=[CH:9][CH:10]=1)#[N:17]. (8) Given the reactants C[O:2][C:3]1[CH:4]=[C:5]([C:9]([C:23]2[CH:27]=[CH:26][S:25][CH:24]=2)=[C:10]2[CH2:16][CH:15]3[N:17](CC=C(C)C)[CH:12]([CH2:13][CH2:14]3)[CH2:11]2)[CH:6]=[CH:7][CH:8]=1.B(Br)(Br)Br.C([O-])(O)=O.[Na+].C(O)C, predict the reaction product. The product is: [CH:12]12[NH:17][CH:15]([CH2:14][CH2:13]1)[CH2:16][C:10](=[C:9]([C:23]1[CH:27]=[CH:26][S:25][CH:24]=1)[C:5]1[CH:4]=[C:3]([OH:2])[CH:8]=[CH:7][CH:6]=1)[CH2:11]2. (9) Given the reactants [Br:1][C:2]1[C:10]2[C:9](Cl)=[N:8][C:7]([Cl:12])=[N:6][C:5]=2[S:4][C:3]=1[CH3:13].C(O)C.[NH2:17][CH2:18][C:19]1[CH:24]=[CH:23][CH:22]=[CH:21][N:20]=1.C(N(CC)CC)C, predict the reaction product. The product is: [Br:1][C:2]1[C:10]2[C:9]([NH:17][CH2:18][C:19]3[CH:24]=[CH:23][CH:22]=[CH:21][N:20]=3)=[N:8][C:7]([Cl:12])=[N:6][C:5]=2[S:4][C:3]=1[CH3:13].